This data is from Forward reaction prediction with 1.9M reactions from USPTO patents (1976-2016). The task is: Predict the product of the given reaction. Given the reactants [CH:1]([NH2:4])([CH3:3])[CH3:2].[C:5]([O:9][C:10]([NH:12][C@H:13]1[CH2:18][CH2:17][C@H:16]([C:19]([OH:21])=O)[CH2:15][CH2:14]1)=[O:11])([CH3:8])([CH3:7])[CH3:6].CN(C(ON1N=NC2C=CC=NC1=2)=[N+](C)C)C.F[P-](F)(F)(F)(F)F.C(N(C(C)C)CC)(C)C, predict the reaction product. The product is: [C:5]([O:9][C:10](=[O:11])[NH:12][C@H:13]1[CH2:14][CH2:15][C@H:16]([C:19](=[O:21])[NH:4][CH:1]([CH3:3])[CH3:2])[CH2:17][CH2:18]1)([CH3:6])([CH3:7])[CH3:8].